This data is from Forward reaction prediction with 1.9M reactions from USPTO patents (1976-2016). The task is: Predict the product of the given reaction. (1) Given the reactants C[NH:2][C:3](N[C@H](C(O)=O)C(C)C)=[O:4].CN(C(ON1N=NC2[CH:24]=[CH:25][CH:26]=NC1=2)=[N+](C)C)C.F[P-](F)(F)(F)(F)F.[CH:37]([N:40]([CH:43]([CH3:45])C)[CH2:41][CH3:42])([CH3:39])C.[C:46]([O:50][C:51]([N:53]1CCNC(C(O)=O)C1)=[O:52])([CH3:49])([CH3:48])[CH3:47].Cl.NC[C:65](C1C=CC(Br)=CC=1)=[O:66].CN(C=[O:78])C, predict the reaction product. The product is: [C:46]([O:50][C:51]([N:53]1[CH2:42][CH2:41][N:40]([C:37](=[O:78])[CH:39]([NH:2][C:3]([O:66][CH3:65])=[O:4])[CH:25]([CH3:24])[CH3:26])[CH2:43][CH2:45]1)=[O:52])([CH3:47])([CH3:48])[CH3:49]. (2) Given the reactants [C:1]([C:6]1[CH:7]=[CH:8][C:9]([O:29]C)=[C:10]([CH:28]=1)[C:11]([NH:13][C:14]1[CH:19]=[C:18]([C:20]([F:23])([F:22])[F:21])[CH:17]=[C:16]([C:24]([F:27])([F:26])[F:25])[CH:15]=1)=[O:12])(=[O:5])[CH:2]([CH3:4])[CH3:3].N1C(C)=CC(C)=CC=1C.[I-].[Li+].Cl, predict the reaction product. The product is: [F:21][C:20]([F:22])([F:23])[C:18]1[CH:19]=[C:14]([NH:13][C:11](=[O:12])[C:10]2[CH:28]=[C:6]([C:1](=[O:5])[CH:2]([CH3:3])[CH3:4])[CH:7]=[CH:8][C:9]=2[OH:29])[CH:15]=[C:16]([C:24]([F:26])([F:27])[F:25])[CH:17]=1. (3) Given the reactants [CH3:1][S:2][C:3]1[N:8]=[C:7]([NH:9][C:10]2[CH:15]=[CH:14][CH:13]=[CH:12][CH:11]=2)[C:6]([C:16]([OH:18])=O)=[CH:5][N:4]=1.C(N(CC)CC)C.N1C(F)=NC(F)=NC=1[F:28], predict the reaction product. The product is: [CH3:1][S:2][C:3]1[N:8]=[C:7]([NH:9][C:10]2[CH:15]=[CH:14][CH:13]=[CH:12][CH:11]=2)[C:6]([C:16]([F:28])=[O:18])=[CH:5][N:4]=1. (4) Given the reactants [Cl:1][C:2]1[CH:21]=[CH:20][C:5]([NH:6][C:7]2[C:16]3[C:11](=[CH:12][C:13]([OH:19])=[C:14]([O:17][CH3:18])[CH:15]=3)[N:10]=[CH:9][N:8]=2)=[C:4]([F:22])[CH:3]=1.Cl.Cl[CH2:25][CH2:26][O:27][C:28]1[CH:29]=[N:30][CH:31]=[CH:32][CH:33]=1.C(=O)([O-])[O-].[K+].[K+], predict the reaction product. The product is: [Cl:1][C:2]1[CH:21]=[CH:20][C:5]([NH:6][C:7]2[C:16]3[C:11](=[CH:12][C:13]([O:19][CH2:25][CH2:26][O:27][C:28]4[CH:29]=[N:30][CH:31]=[CH:32][CH:33]=4)=[C:14]([O:17][CH3:18])[CH:15]=3)[N:10]=[CH:9][N:8]=2)=[C:4]([F:22])[CH:3]=1. (5) Given the reactants Cl[C:2]1[N:3]=[C:4]([NH:17][CH:18]2[CH2:20][CH2:19]2)[C:5]2[CH2:10][CH2:9][CH:8]([C:11]3[CH:16]=[CH:15][CH:14]=[CH:13][CH:12]=3)[C:6]=2[N:7]=1.[Cl:21][C:22]1[N:23]=[CH:24][N:25]([C:27]2[CH:33]=[CH:32][C:30]([NH2:31])=[CH:29][C:28]=2[O:34][CH3:35])[CH:26]=1.OS(O)(=O)=O.CCOC(C)=O, predict the reaction product. The product is: [Cl:21][C:22]1[N:23]=[CH:24][N:25]([C:27]2[CH:33]=[CH:32][C:30]([NH:31][C:2]3[N:3]=[C:4]([NH:17][CH:18]4[CH2:20][CH2:19]4)[C:5]4[CH2:10][CH2:9][CH:8]([C:11]5[CH:16]=[CH:15][CH:14]=[CH:13][CH:12]=5)[C:6]=4[N:7]=3)=[CH:29][C:28]=2[O:34][CH3:35])[CH:26]=1.